Dataset: NCI-60 drug combinations with 297,098 pairs across 59 cell lines. Task: Regression. Given two drug SMILES strings and cell line genomic features, predict the synergy score measuring deviation from expected non-interaction effect. (1) Drug 1: CCC1(CC2CC(C3=C(CCN(C2)C1)C4=CC=CC=C4N3)(C5=C(C=C6C(=C5)C78CCN9C7C(C=CC9)(C(C(C8N6C)(C(=O)OC)O)OC(=O)C)CC)OC)C(=O)OC)O.OS(=O)(=O)O. Drug 2: CCCCCOC(=O)NC1=NC(=O)N(C=C1F)C2C(C(C(O2)C)O)O. Cell line: NCI-H522. Synergy scores: CSS=0.801, Synergy_ZIP=0.392, Synergy_Bliss=1.10, Synergy_Loewe=0.307, Synergy_HSA=0.420. (2) Drug 1: C1CCN(CC1)CCOC2=CC=C(C=C2)C(=O)C3=C(SC4=C3C=CC(=C4)O)C5=CC=C(C=C5)O. Drug 2: C1CN(CCN1C(=O)CCBr)C(=O)CCBr. Cell line: SK-OV-3. Synergy scores: CSS=9.33, Synergy_ZIP=-1.13, Synergy_Bliss=1.83, Synergy_Loewe=2.78, Synergy_HSA=3.15. (3) Drug 1: C1=C(C(=O)NC(=O)N1)N(CCCl)CCCl. Drug 2: CC1=C(N=C(N=C1N)C(CC(=O)N)NCC(C(=O)N)N)C(=O)NC(C(C2=CN=CN2)OC3C(C(C(C(O3)CO)O)O)OC4C(C(C(C(O4)CO)O)OC(=O)N)O)C(=O)NC(C)C(C(C)C(=O)NC(C(C)O)C(=O)NCCC5=NC(=CS5)C6=NC(=CS6)C(=O)NCCC[S+](C)C)O. Cell line: HOP-62. Synergy scores: CSS=51.1, Synergy_ZIP=-3.27, Synergy_Bliss=1.46, Synergy_Loewe=0.280, Synergy_HSA=2.54.